From a dataset of Full USPTO retrosynthesis dataset with 1.9M reactions from patents (1976-2016). Predict the reactants needed to synthesize the given product. (1) Given the product [OH:44][C:39]1[CH:40]=[CH:41][CH:42]=[CH:43][C:38]=1[NH:37][C:33]([N:13]1[CH2:14][CH2:15][CH:10]([N:9]([CH2:16][C:17]2[C:22]([CH3:23])=[CH:21][CH:20]=[CH:19][N:18]=2)[CH2:8][C:3]2[C:2]([CH3:1])=[CH:7][CH:6]=[CH:5][N:4]=2)[CH2:11][CH2:12]1)=[O:34], predict the reactants needed to synthesize it. The reactants are: [CH3:1][C:2]1[C:3]([CH2:8][N:9]([CH2:16][C:17]2[C:22]([CH3:23])=[CH:21][CH:20]=[CH:19][N:18]=2)[CH:10]2[CH2:15][CH2:14][NH:13][CH2:12][CH2:11]2)=[N:4][CH:5]=[CH:6][CH:7]=1.CCN(C(C)C)C(C)C.[C:33](Cl)(Cl)=[O:34].[NH2:37][C:38]1[CH:43]=[CH:42][CH:41]=[CH:40][C:39]=1[OH:44]. (2) Given the product [C:23]([NH:27][C:18](=[O:20])[C:17]([C:13]1[CH:12]=[C:11]([C:9]([NH:8][C:5]2[CH:6]=[CH:7][C:2]([F:1])=[C:3]([CH3:22])[CH:4]=2)=[O:10])[N:15]([CH3:16])[CH:14]=1)=[O:21])([CH3:26])([CH3:25])[CH3:24], predict the reactants needed to synthesize it. The reactants are: [F:1][C:2]1[CH:7]=[CH:6][C:5]([NH:8][C:9]([C:11]2[N:15]([CH3:16])[CH:14]=[C:13]([C:17](=[O:21])[C:18]([OH:20])=O)[CH:12]=2)=[O:10])=[CH:4][C:3]=1[CH3:22].[C:23]([NH2:27])([CH3:26])([CH3:25])[CH3:24].C(N(CC)C(C)C)(C)C.F[P-](F)(F)(F)(F)F.N1(OC(N(C)C)=[N+](C)C)C2N=CC=CC=2N=N1. (3) Given the product [CH2:1]([O:8][C:9]1[CH:17]=[CH:16][C:15]([C:18]2[CH:27]=[CH:26][C:25]3[C:20](=[CH:21][CH:22]=[C:23]([O:28][CH3:29])[CH:24]=3)[C:19]=2[O:30][C:31]2[CH:32]=[CH:33][C:34]([O:37][CH2:38][CH2:39][N:40]3[CH2:45][CH2:44][CH2:43][CH2:42][CH2:41]3)=[CH:35][CH:36]=2)=[CH:14][C:10]=1[C:11]([N:47]([CH3:48])[CH3:46])=[O:12])[C:2]1[CH:3]=[CH:4][CH:5]=[CH:6][CH:7]=1, predict the reactants needed to synthesize it. The reactants are: [CH2:1]([O:8][C:9]1[CH:17]=[CH:16][C:15]([C:18]2[CH:27]=[CH:26][C:25]3[C:20](=[CH:21][CH:22]=[C:23]([O:28][CH3:29])[CH:24]=3)[C:19]=2[O:30][C:31]2[CH:36]=[CH:35][C:34]([O:37][CH2:38][CH2:39][N:40]3[CH2:45][CH2:44][CH2:43][CH2:42][CH2:41]3)=[CH:33][CH:32]=2)=[CH:14][C:10]=1[C:11](O)=[O:12])[C:2]1[CH:7]=[CH:6][CH:5]=[CH:4][CH:3]=1.[CH3:46][NH:47][CH3:48].O1CCCC1.O.ON1C2C=CC=CC=2N=N1.C(N(CC)CC)C.Cl.CN(C)CCCN=C=NCC. (4) Given the product [F:11][C:10]([F:13])([F:12])[C:9]([F:15])([F:14])[C@@H:8]([NH:7][C@H:3]([CH3:2])[C:4]([NH2:28])=[O:5])[C:16]1[CH:21]=[CH:20][C:19]([F:22])=[CH:18][CH:17]=1, predict the reactants needed to synthesize it. The reactants are: S[CH2:2][C@H:3]([NH:7][C@@H:8]([C:16]1[CH:21]=[CH:20][C:19]([F:22])=[CH:18][CH:17]=1)[C:9]([F:15])([F:14])[C:10]([F:13])([F:12])[F:11])[C:4](O)=[O:5].[OH-].[Na+].ClCC1C=CC=C[N:28]=1.Cl. (5) Given the product [Cl:35][C:20]1[C:21]([NH:23][C:24]2[CH:29]=[CH:28][CH:27]=[CH:26][C:25]=2[NH:30][S:31]([CH3:34])(=[O:33])=[O:32])=[N:22][C:17]([NH:15][C:12]2[CH:13]=[CH:14][C:7]3[CH2:6][CH2:5][N:4]([CH2:1][C:2]#[CH:3])[CH2:10][CH2:9][C:8]=3[CH:11]=2)=[N:18][CH:19]=1, predict the reactants needed to synthesize it. The reactants are: [CH2:1]([N:4]1[CH2:10][CH2:9][C:8]2[CH:11]=[C:12]([NH2:15])[CH:13]=[CH:14][C:7]=2[CH2:6][CH2:5]1)[C:2]#[CH:3].Cl[C:17]1[N:22]=[C:21]([NH:23][C:24]2[CH:29]=[CH:28][CH:27]=[CH:26][C:25]=2[NH:30][S:31]([CH3:34])(=[O:33])=[O:32])[C:20]([Cl:35])=[CH:19][N:18]=1. (6) Given the product [C:16]([C:15]1[CH:18]=[CH:19][C:12]([CH2:11][N:10]2[C:6]([CH2:5][CH2:4][NH:3][C:46](=[O:48])[CH3:47])=[CH:7][N:8]=[C:9]2[CH3:38])=[CH:13][C:14]=1[O:20][C:21]1[CH:26]=[CH:25][CH:24]=[C:23]([C:27]2([CH2:36][CH3:37])[CH2:33][CH2:32][CH2:31][CH2:30][N:29]([CH3:34])[C:28]2=[O:35])[CH:22]=1)#[N:17], predict the reactants needed to synthesize it. The reactants are: Cl.Cl.[NH2:3][CH2:4][CH2:5][C:6]1[N:10]([CH2:11][C:12]2[CH:19]=[CH:18][C:15]([C:16]#[N:17])=[C:14]([O:20][C:21]3[CH:26]=[CH:25][CH:24]=[C:23]([C:27]4([CH2:36][CH3:37])[CH2:33][CH2:32][CH2:31][CH2:30][N:29]([CH3:34])[C:28]4=[O:35])[CH:22]=3)[CH:13]=2)[C:9]([CH3:38])=[N:8][CH:7]=1.C(N(CC)CC)C.[C:46](Cl)(=[O:48])[CH3:47].